This data is from Full USPTO retrosynthesis dataset with 1.9M reactions from patents (1976-2016). The task is: Predict the reactants needed to synthesize the given product. (1) Given the product [Cl:1][C:2]1[C:7]([Cl:8])=[C:6]([N:15]2[CH2:14][CH2:13][N:12]([C:17]3[CH:22]=[CH:21][CH:20]=[CH:19][CH:18]=3)[C:11]([CH3:23])([CH3:10])[CH2:16]2)[CH:5]=[CH:4][N:3]=1, predict the reactants needed to synthesize it. The reactants are: [Cl:1][C:2]1[C:7]([Cl:8])=[C:6](I)[CH:5]=[CH:4][N:3]=1.[CH3:10][C:11]1([CH3:23])[CH2:16][NH:15][CH2:14][CH2:13][N:12]1[C:17]1[CH:22]=[CH:21][CH:20]=[CH:19][CH:18]=1.CCN(C(C)C)C(C)C. (2) Given the product [C:18]([O:17][C:14]1[CH:3]=[CH:4][CH:5]=[C:6]2[C:15]=1[NH:13][C:9](=[O:11])[CH:8]=[CH:7]2)(=[O:20])[CH3:19], predict the reactants needed to synthesize it. The reactants are: [N+]1([O-])C2[C:5](=[CH:6][CH:7]=[CH:8][C:9]=2[OH:11])[CH:4]=[CH:3]C=1.[NH3:13].[C:14]([O:17][C:18](=[O:20])[CH3:19])(=O)[CH3:15]. (3) The reactants are: C(OC([NH:8][C@H:9]([CH3:16])/[CH:10]=[CH:11]/[C:12]([O:14][CH3:15])=[O:13])=O)(C)(C)C.[F:17][C:18]([F:23])([F:22])[C:19]([OH:21])=[O:20]. Given the product [F:17][C:18]([F:23])([F:22])[C:19]([OH:21])=[O:20].[NH2:8][C@H:9]([CH3:16])/[CH:10]=[CH:11]/[C:12]([O:14][CH3:15])=[O:13], predict the reactants needed to synthesize it. (4) Given the product [Br:23][C:24]1[O:28][C:27]([C:29]([N:16]2[CH2:21][CH2:20][NH:19][C:18](=[O:22])[CH2:17]2)=[O:31])=[CH:26][C:25]=1[C:32]1[CH:37]=[CH:36][CH:35]=[C:34]([Cl:38])[CH:33]=1, predict the reactants needed to synthesize it. The reactants are: BrC1C=C(C([N:16]2[CH2:21][CH2:20][NH:19][C:18](=[O:22])[CH2:17]2)=O)OC=1C1C=CC=C(Cl)C=1.[Br:23][C:24]1[O:28][C:27]([C:29]([OH:31])=O)=[CH:26][C:25]=1[C:32]1[CH:37]=[CH:36][CH:35]=[C:34]([Cl:38])[CH:33]=1. (5) The reactants are: [N+](C1C=C[C:7]([C:8](Cl)=[O:9])=CC=1)([O-])=O.C(N)C(C)C.[CH2:18]([NH:22][C:23](=[O:33])[C:24]1[CH:29]=[CH:28][C:27]([N+:30]([O-])=O)=[CH:26][CH:25]=1)[CH:19]([CH3:21])[CH3:20]. Given the product [CH2:18]([NH:22][C:23](=[O:33])[C:24]1[CH:29]=[CH:28][C:27]([NH:30][C:8](=[O:9])[CH3:7])=[CH:26][CH:25]=1)[CH:19]([CH3:21])[CH3:20], predict the reactants needed to synthesize it. (6) The reactants are: [Cl:1][C:2]1[N:7]=[C:6]2[NH:8][N:9]=[CH:10][C:5]2=[C:4]([C:11]([F:14])([F:13])[F:12])[CH:3]=1.CI.[C:17](=O)([O-])[O-].[Cs+].[Cs+].O. Given the product [Cl:1][C:2]1[CH:3]=[C:4]([C:11]([F:13])([F:14])[F:12])[C:5]2[C:6](=[N:8][N:9]([CH3:17])[CH:10]=2)[N:7]=1, predict the reactants needed to synthesize it.